This data is from Reaction yield outcomes from USPTO patents with 853,638 reactions. The task is: Predict the reaction yield, written as a fraction of the theoretical maximum amount of product (1.0 means a 100% yield; for example, 0.34 means a 34% yield). The reactants are [C:1]([NH:5][C:6]1[CH:7]=[C:8]([CH:12]2[CH2:17][CH2:16][N:15](C(OC(C)(C)C)=O)[CH2:14][CH2:13]2)[CH:9]=[CH:10][CH:11]=1)(=[O:4])[CH2:2][CH3:3].Cl. The catalyst is O1CCOCC1. The product is [NH:15]1[CH2:16][CH2:17][CH:12]([C:8]2[CH:7]=[C:6]([NH:5][C:1](=[O:4])[CH2:2][CH3:3])[CH:11]=[CH:10][CH:9]=2)[CH2:13][CH2:14]1. The yield is 0.990.